From a dataset of Forward reaction prediction with 1.9M reactions from USPTO patents (1976-2016). Predict the product of the given reaction. The product is: [CH:8]([N:11]1[C:15]([C:16]2[N:25]=[C:24]3[C:23]4[CH:26]=[CH:27][C:28]([CH:30]5[CH2:35][CH2:34][N:33]([CH2:42][CH2:41][S:38]([N:37]([CH3:43])[CH3:36])(=[O:40])=[O:39])[CH2:32][CH2:31]5)=[CH:29][C:22]=4[O:21][CH2:20][CH2:19][N:18]3[CH:17]=2)=[N:14][CH:13]=[N:12]1)([CH3:10])[CH3:9]. Given the reactants FC(F)(F)C(O)=O.[CH:8]([N:11]1[C:15]([C:16]2[N:25]=[C:24]3[N:18]([CH2:19][CH2:20][O:21][C:22]4[CH:29]=[C:28]([CH:30]5[CH2:35][CH2:34][NH:33][CH2:32][CH2:31]5)[CH:27]=[CH:26][C:23]=43)[CH:17]=2)=[N:14][CH:13]=[N:12]1)([CH3:10])[CH3:9].[CH3:36][N:37]([CH3:43])[S:38]([CH:41]=[CH2:42])(=[O:40])=[O:39], predict the reaction product.